From a dataset of Choline transporter screen with 302,306 compounds. Binary Classification. Given a drug SMILES string, predict its activity (active/inactive) in a high-throughput screening assay against a specified biological target. (1) The drug is Clc1cc(NC(=O)C(N2CCc3c2cccc3)C)c(OC)cc1. The result is 0 (inactive). (2) The compound is S1c2ncccc2N(CCC(O)=O)C(=O)c2c1cccc2. The result is 0 (inactive). (3) The drug is s1nc2c(n1)cccc2N. The result is 0 (inactive). (4) The drug is S(=O)(=O)(N1CCCN(CC1)c1nc(ccn1)C(F)(F)F)c1ccc(cc1)C. The result is 0 (inactive). (5) The compound is S(CC(=O)Nc1cc(ccc1)C(OCC)=O)c1oc(nn1)COc1c(cccc1)C. The result is 0 (inactive).